From a dataset of Forward reaction prediction with 1.9M reactions from USPTO patents (1976-2016). Predict the product of the given reaction. (1) Given the reactants Br[C:2]1[C:7]([C:8]([O:10][CH3:11])=[O:9])=[N:6][CH:5]=[CH:4][N:3]=1.[NH2:12][CH:13]1[CH2:18][CH2:17][N:16]([CH2:19][C:20]2[CH:25]=[CH:24][CH:23]=[CH:22][CH:21]=2)[CH2:15][CH2:14]1.CO, predict the reaction product. The product is: [CH2:19]([N:16]1[CH2:17][CH2:18][CH:13]([NH:12][C:2]2[C:7]([C:8]([O:10][CH3:11])=[O:9])=[N:6][CH:5]=[CH:4][N:3]=2)[CH2:14][CH2:15]1)[C:20]1[CH:21]=[CH:22][CH:23]=[CH:24][CH:25]=1. (2) Given the reactants [C:1]([CH2:8][N:9]1[CH2:20][CH2:19][N:18]2[CH2:21][CH2:22][CH2:23][N:12]([CH2:13][CH2:14][N:15]([CH2:24][C:25]([O:27]C(C)(C)C)=[O:26])[CH2:16][CH2:17]2)[CH2:11][CH2:10]1)([O:3]C(C)(C)C)=[O:2], predict the reaction product. The product is: [C:25]([CH2:24][N:15]1[CH2:14][CH2:13][N:12]2[CH2:23][CH2:22][CH2:21][N:18]([CH2:19][CH2:20][N:9]([CH2:8][C:1]([OH:3])=[O:2])[CH2:10][CH2:11]2)[CH2:17][CH2:16]1)([OH:27])=[O:26].